From a dataset of Experimental lipophilicity measurements (octanol/water distribution) for 4,200 compounds from AstraZeneca. Regression/Classification. Given a drug SMILES string, predict its absorption, distribution, metabolism, or excretion properties. Task type varies by dataset: regression for continuous measurements (e.g., permeability, clearance, half-life) or binary classification for categorical outcomes (e.g., BBB penetration, CYP inhibition). For this dataset (lipophilicity_astrazeneca), we predict Y. (1) The compound is C[C@H]1O[C@@H](n2cnc3c(N)nc(OCC4CCC(F)(F)CC4)nc32)[C@H](O)[C@@H]1O. The Y is 1.72 logD. (2) The drug is Nc1cc2n[nH]c(=O)n2c2cc(-c3ccsc3)ccc12. The Y is 3.18 logD. (3) The molecule is CNc1c(Cl)cnc2[nH]c(-c3ccc(OCCN4CCOCC4)cc3)nc12. The Y is 2.63 logD. (4) The molecule is O=C(C1CCCCC1)N1CC(=O)N2CCc3ccccc3C2C1. The Y is 2.43 logD. (5) The molecule is CCN(CCNCCc1ccc(O)c2[nH]c(=O)sc12)C(=O)CCOCCc1ccccc1. The Y is 1.92 logD.